Task: Regression. Given two drug SMILES strings and cell line genomic features, predict the synergy score measuring deviation from expected non-interaction effect.. Dataset: NCI-60 drug combinations with 297,098 pairs across 59 cell lines (1) Drug 1: CN(CC1=CN=C2C(=N1)C(=NC(=N2)N)N)C3=CC=C(C=C3)C(=O)NC(CCC(=O)O)C(=O)O. Drug 2: CC1C(C(CC(O1)OC2CC(CC3=C2C(=C4C(=C3O)C(=O)C5=C(C4=O)C(=CC=C5)OC)O)(C(=O)CO)O)N)O.Cl. Cell line: MALME-3M. Synergy scores: CSS=54.9, Synergy_ZIP=-1.61, Synergy_Bliss=-2.17, Synergy_Loewe=0.203, Synergy_HSA=1.54. (2) Drug 1: CCC1(C2=C(COC1=O)C(=O)N3CC4=CC5=C(C=CC(=C5CN(C)C)O)N=C4C3=C2)O.Cl. Drug 2: C(CCl)NC(=O)N(CCCl)N=O. Cell line: DU-145. Synergy scores: CSS=55.1, Synergy_ZIP=-1.16, Synergy_Bliss=-5.56, Synergy_Loewe=-5.77, Synergy_HSA=-4.61. (3) Drug 1: C1CCN(CC1)CCOC2=CC=C(C=C2)C(=O)C3=C(SC4=C3C=CC(=C4)O)C5=CC=C(C=C5)O. Synergy scores: CSS=1.34, Synergy_ZIP=1.39, Synergy_Bliss=0.973, Synergy_Loewe=0.476, Synergy_HSA=-1.32. Drug 2: B(C(CC(C)C)NC(=O)C(CC1=CC=CC=C1)NC(=O)C2=NC=CN=C2)(O)O. Cell line: OVCAR-8. (4) Drug 1: CC1C(C(CC(O1)OC2CC(OC(C2O)C)OC3=CC4=CC5=C(C(=O)C(C(C5)C(C(=O)C(C(C)O)O)OC)OC6CC(C(C(O6)C)O)OC7CC(C(C(O7)C)O)OC8CC(C(C(O8)C)O)(C)O)C(=C4C(=C3C)O)O)O)O. Drug 2: CN(C(=O)NC(C=O)C(C(C(CO)O)O)O)N=O. Cell line: MDA-MB-435. Synergy scores: CSS=25.0, Synergy_ZIP=1.12, Synergy_Bliss=1.96, Synergy_Loewe=-64.9, Synergy_HSA=0.720. (5) Drug 1: C1=CC(=CC=C1CC(C(=O)O)N)N(CCCl)CCCl.Cl. Drug 2: N.N.Cl[Pt+2]Cl. Cell line: MOLT-4. Synergy scores: CSS=47.1, Synergy_ZIP=0.0300, Synergy_Bliss=0.808, Synergy_Loewe=-23.3, Synergy_HSA=0.0497. (6) Drug 1: CCC(=C(C1=CC=CC=C1)C2=CC=C(C=C2)OCCN(C)C)C3=CC=CC=C3.C(C(=O)O)C(CC(=O)O)(C(=O)O)O. Drug 2: CC12CCC3C(C1CCC2O)C(CC4=C3C=CC(=C4)O)CCCCCCCCCS(=O)CCCC(C(F)(F)F)(F)F. Cell line: MOLT-4. Synergy scores: CSS=1.56, Synergy_ZIP=-1.16, Synergy_Bliss=0.316, Synergy_Loewe=-9.67, Synergy_HSA=-6.30. (7) Cell line: NCIH23. Drug 2: CC1=C(C=C(C=C1)C(=O)NC2=CC(=CC(=C2)C(F)(F)F)N3C=C(N=C3)C)NC4=NC=CC(=N4)C5=CN=CC=C5. Drug 1: C1CN1P(=S)(N2CC2)N3CC3. Synergy scores: CSS=24.2, Synergy_ZIP=-8.53, Synergy_Bliss=-7.49, Synergy_Loewe=-8.75, Synergy_HSA=-7.16.